Dataset: Full USPTO retrosynthesis dataset with 1.9M reactions from patents (1976-2016). Task: Predict the reactants needed to synthesize the given product. (1) The reactants are: [OH:1][CH2:2][CH2:3][N:4]1[CH2:12][C:11]2[C:6](=[CH:7][CH:8]=[C:9]([C:13]3[S:14][C:15](I)=[CH:16][CH:17]=3)[CH:10]=2)[C:5]1=[O:19].CC1(C)C(C)(C)OB([C:28]2[CH:29]=[C:30]([NH:34][C:35](=[O:41])[O:36][C:37]([CH3:40])([CH3:39])[CH3:38])[CH:31]=[N:32][CH:33]=2)O1. Given the product [OH:1][CH2:2][CH2:3][N:4]1[CH2:12][C:11]2[C:6](=[CH:7][CH:8]=[C:9]([C:13]3[S:14][C:15]([C:28]4[CH:29]=[C:30]([NH:34][C:35](=[O:41])[O:36][C:37]([CH3:39])([CH3:38])[CH3:40])[CH:31]=[N:32][CH:33]=4)=[CH:16][CH:17]=3)[CH:10]=2)[C:5]1=[O:19], predict the reactants needed to synthesize it. (2) The reactants are: [CH2:1]([O:23][C:24]1[CH:60]=[CH:59][C:27]([C:28]([C:30]2[CH:35]=[CH:34][C:33]([O:36][CH2:37][CH2:38][CH2:39][CH2:40][CH2:41][CH2:42][CH2:43][CH2:44][CH2:45][CH2:46][CH2:47][CH2:48][CH2:49][CH2:50][CH2:51][CH2:52][CH2:53][CH2:54][CH2:55][CH2:56][CH2:57][CH3:58])=[CH:32][CH:31]=2)=[O:29])=[CH:26][CH:25]=1)[CH2:2][CH2:3][CH2:4][CH2:5][CH2:6][CH2:7][CH2:8][CH2:9][CH2:10][CH2:11][CH2:12][CH2:13][CH2:14][CH2:15][CH2:16][CH2:17][CH2:18][CH2:19][CH2:20][CH2:21][CH3:22].C1COCC1.[BH4-].[Na+].Cl. Given the product [CH2:1]([O:23][C:24]1[CH:25]=[CH:26][C:27]([CH:28]([OH:29])[C:30]2[CH:35]=[CH:34][C:33]([O:36][CH2:37][CH2:38][CH2:39][CH2:40][CH2:41][CH2:42][CH2:43][CH2:44][CH2:45][CH2:46][CH2:47][CH2:48][CH2:49][CH2:50][CH2:51][CH2:52][CH2:53][CH2:54][CH2:55][CH2:56][CH2:57][CH3:58])=[CH:32][CH:31]=2)=[CH:59][CH:60]=1)[CH2:2][CH2:3][CH2:4][CH2:5][CH2:6][CH2:7][CH2:8][CH2:9][CH2:10][CH2:11][CH2:12][CH2:13][CH2:14][CH2:15][CH2:16][CH2:17][CH2:18][CH2:19][CH2:20][CH2:21][CH3:22], predict the reactants needed to synthesize it.